The task is: Predict the product of the given reaction.. This data is from Forward reaction prediction with 1.9M reactions from USPTO patents (1976-2016). (1) The product is: [C:8]([C:10]1[C:15]2[N:16]=[C:17]([N:19]3[CH2:22][CH:21]([NH:23][S:54]([CH3:53])(=[O:56])=[O:55])[CH2:20]3)[O:18][C:14]=2[C:13]([N:31]2[CH2:35][CH2:34][C@H:33]([N:36]([CH3:38])[CH3:37])[CH2:32]2)=[C:12]([C:39]2[CH:44]=[CH:43][CH:42]=[CH:41][CH:40]=2)[C:11]=1[CH3:45])#[N:9]. Given the reactants FC(F)(F)C(O)=O.[C:8]([C:10]1[C:15]2[N:16]=[C:17]([N:19]3[CH2:22][CH:21]([NH:23]C(=O)OC(C)(C)C)[CH2:20]3)[O:18][C:14]=2[C:13]([N:31]2[CH2:35][CH2:34][C@H:33]([N:36]([CH3:38])[CH3:37])[CH2:32]2)=[C:12]([C:39]2[CH:44]=[CH:43][CH:42]=[CH:41][CH:40]=2)[C:11]=1[CH3:45])#[N:9].C(N(CC)CC)C.[CH3:53][S:54](Cl)(=[O:56])=[O:55], predict the reaction product. (2) The product is: [Cl:17][CH2:13][C:10]1[CH:9]=[CH:8][C:7]([CH2:6][CH:3]2[CH2:4][CH2:5][O:1][CH2:2]2)=[N:12][CH:11]=1. Given the reactants [O:1]1[CH2:5][CH2:4][CH:3]([CH2:6][C:7]2[N:12]=[CH:11][C:10]([CH2:13]O)=[CH:9][CH:8]=2)[CH2:2]1.S(Cl)([Cl:17])=O, predict the reaction product. (3) Given the reactants O[CH2:2][C:3]1[C:8]([CH3:9])=[CH:7][N:6]=[C:5]([NH:10][C:11]2[S:12][C:13]([C:16]#[N:17])=[CH:14][N:15]=2)[CH:4]=1.CN(C)C=O.P(Cl)(Cl)([Cl:25])=O, predict the reaction product. The product is: [Cl:25][CH2:2][C:3]1[C:8]([CH3:9])=[CH:7][N:6]=[C:5]([NH:10][C:11]2[S:12][C:13]([C:16]#[N:17])=[CH:14][N:15]=2)[CH:4]=1. (4) The product is: [Br:1][C:2]1[N:7]=[C:6]2[C:8]([C:27]3[CH:26]=[C:25]4[C:30](=[CH:29][CH:28]=3)[NH:22][CH:23]=[CH:24]4)=[CH:9][N:10]([S:11]([C:14]3[CH:20]=[CH:19][C:17]([CH3:18])=[CH:16][CH:15]=3)(=[O:13])=[O:12])[C:5]2=[N:4][CH:3]=1. Given the reactants [Br:1][C:2]1[N:7]=[C:6]2[C:8](I)=[CH:9][N:10]([S:11]([C:14]3[CH:20]=[CH:19][C:17]([CH3:18])=[CH:16][CH:15]=3)(=[O:13])=[O:12])[C:5]2=[N:4][CH:3]=1.[NH:22]1[C:30]2[C:25](=[CH:26][C:27](B(O)O)=[CH:28][CH:29]=2)[CH:24]=[CH:23]1.C([O-])([O-])=O.[Na+].[Na+], predict the reaction product.